The task is: Predict the product of the given reaction.. This data is from Forward reaction prediction with 1.9M reactions from USPTO patents (1976-2016). (1) Given the reactants [CH3:1][N:2]([CH3:33])[C:3]([N:5]1[CH:9]([C:10]2[CH:15]=[CH:14][CH:13]=[C:12]([O:16][CH2:17][C:18]3[CH:23]=[CH:22][CH:21]=[CH:20][CH:19]=3)[CH:11]=2)[CH:8]2[CH2:24][O:25][C:26]3[CH:27]=[CH:28][C:29]([F:32])=[CH:30][C:31]=3[C:7]2=[N:6]1)=[O:4].[CH3:34][N:35]1[CH2:40][CH2:39]C(NC)[CH2:37][CH2:36]1, predict the reaction product. The product is: [CH3:1][N:2]([CH:33]1[CH2:39][CH2:40][N:35]([CH3:34])[CH2:36][CH2:37]1)[C:3]([N:5]1[CH:9]([C:10]2[CH:15]=[CH:14][CH:13]=[C:12]([O:16][CH2:17][C:18]3[CH:23]=[CH:22][CH:21]=[CH:20][CH:19]=3)[CH:11]=2)[CH:8]2[CH2:24][O:25][C:26]3[CH:27]=[CH:28][C:29]([F:32])=[CH:30][C:31]=3[C:7]2=[N:6]1)=[O:4]. (2) Given the reactants [Cl:1][C:2]1[CH:16]=[CH:15][C:5]2[C:6]([CH2:13][CH3:14])=[N:7][N:8]([CH3:12])[S:9](=[O:11])(=[O:10])[C:4]=2[C:3]=1[Cl:17], predict the reaction product. The product is: [Cl:1][C:2]1[CH:16]=[CH:15][C:5]2[CH:6]([CH2:13][CH3:14])[NH:7][N:8]([CH3:12])[S:9](=[O:11])(=[O:10])[C:4]=2[C:3]=1[Cl:17]. (3) Given the reactants [Br:1][C:2]1[N:3]=[C:4]([CH2:21][CH3:22])[C:5]([NH:10][C@@H:11]2[C:19]3C(=CC=C[CH:18]=3)C[C@@H:12]2[OH:20])=[N:6][C:7]=1[CH2:8][CH3:9].C(C1C(N[C@@H]2C[O:37]C[C@H]2O)=NC(CC)=CN=1)C, predict the reaction product. The product is: [Br:1][C:2]1[N:3]=[C:4]([CH2:21][CH3:22])[C:5]([NH:10][C@H:11]2[CH2:12][O:20][CH2:18][C@H:19]2[OH:37])=[N:6][C:7]=1[CH2:8][CH3:9]. (4) Given the reactants Br[C:2]1[CH:3]=[C:4]2[C@@:10]3([CH2:18][C:17]4[C:12](=[CH:13][CH:14]=[C:15]([C:19]([OH:21])=[O:20])[CH:16]=4)[CH2:11]3)[C:9](=[O:22])[NH:8][C:5]2=[N:6][CH:7]=1.[CH3:23][N:24](C)C(=O)C, predict the reaction product. The product is: [C:23]([C:2]1[CH:3]=[C:4]2[C@@:10]3([CH2:18][C:17]4[C:12](=[CH:13][CH:14]=[C:15]([C:19]([OH:21])=[O:20])[CH:16]=4)[CH2:11]3)[C:9](=[O:22])[NH:8][C:5]2=[N:6][CH:7]=1)#[N:24]. (5) Given the reactants [Cl:1][C:2]1[C:3](=[O:12])[N:4]([CH:9]([CH3:11])[CH3:10])[N:5]([CH3:8])[C:6]=1[CH3:7].[Br:13]N1C(=O)CCC1=O, predict the reaction product. The product is: [Br:13][CH2:7][C:6]1[N:5]([CH3:8])[N:4]([CH:9]([CH3:10])[CH3:11])[C:3](=[O:12])[C:2]=1[Cl:1]. (6) Given the reactants C([N-]C(C)C)(C)C.[Li+].[C:9]1([C:19]2[CH:27]=[CH:26][CH:25]=[C:24]3[C:20]=2[CH2:21][CH2:22][C:23]3=[O:28])[C:18]2[C:13](=[CH:14][CH:15]=[CH:16][CH:17]=2)[CH:12]=[CH:11][CH:10]=1.Br[CH2:30][C:31]1[CH:40]=[CH:39][C:34]([C:35]([O:37][CH3:38])=[O:36])=[CH:33][CH:32]=1, predict the reaction product. The product is: [C:9]1([C:19]2[CH:27]=[CH:26][CH:25]=[C:24]3[C:20]=2[CH2:21][CH:22]([CH2:30][C:31]2[CH:40]=[CH:39][C:34]([C:35]([O:37][CH3:38])=[O:36])=[CH:33][CH:32]=2)[C:23]3=[O:28])[C:18]2[C:13](=[CH:14][CH:15]=[CH:16][CH:17]=2)[CH:12]=[CH:11][CH:10]=1.